From a dataset of Catalyst prediction with 721,799 reactions and 888 catalyst types from USPTO. Predict which catalyst facilitates the given reaction. Reactant: [CH2:1]([O:3][C:4](=[O:20])[C:5](=O)[CH2:6][C:7](=[O:18])/[CH:8]=[CH:9]/[C:10]1[CH:15]=[CH:14][C:13]([Cl:16])=[CH:12][C:11]=1[F:17])[CH3:2].C([O-])(=O)C.[NH4+:25]. Product: [CH2:1]([O:3][C:4](=[O:20])/[C:5](/[NH2:25])=[CH:6]/[C:7](=[O:18])/[CH:8]=[CH:9]/[C:10]1[CH:15]=[CH:14][C:13]([Cl:16])=[CH:12][C:11]=1[F:17])[CH3:2]. The catalyst class is: 14.